From a dataset of Experimentally validated miRNA-target interactions with 360,000+ pairs, plus equal number of negative samples. Binary Classification. Given a miRNA mature sequence and a target amino acid sequence, predict their likelihood of interaction. (1) The miRNA is mmu-miR-1195 with sequence UGAGUUCGAGGCCAGCCUGCUCA. The protein sequence of the target gene is MKYILVTGGVISGIGKGIIASSIGTILKSCGLRVTAIKIDPYINIDAGTFSPYEHGEVFVLNDGGEVDLDLGNYERFLDINLYKDNNITTGKIYQHVINKERRGDYLGKTVQVVPHITDAIQEWVMNQAKVSVDGNKEDPQICVIELGGTIGDIEGMAFVEAFRQFQFKAKKENFYNIHVSLVPQPSATGEQKTKPTQNSVRALRGLGLSPDLIVCRSSTPIEMAVKEKISMFCHVNPEQVICIHDVSSIYRVPLLLEEQGVVKYFQERLGLPINDCSSNLLFKWKAMADRYERLQKICS.... Result: 1 (interaction). (2) The miRNA is cel-miR-1820-5p with sequence UUUUGAUUGUUUUUCGAUGAUGUUCG. The protein sequence of the target gene is MMIKVGAAINGTDSPKAMKREHDNDDGDRTGRHKRPKTDGFTEAIQQGKFEVRLLVSSKSAGAIIGKGGENIKRLRAEFNAHVQVPDSNTPERVCTVTADEKTVLNILKDVLPRLEDNFSERDPCEVRMLVHQSHAGALIGRNGSKIKELREKCSARLKIFTGCAPGSTDRVLITSGEQKNVLGIIEEVMKELKEIPIKGSATPYLPAFNYDPSNISDYGGFPGNMPAGGPPNNRGPAPQRGGQGPPGGPRSYGGAITQGGGQRSFEAGDFQQFRGGPGPVPGYAMSAPGYPPQQGQFGA.... Result: 1 (interaction).